Dataset: Full USPTO retrosynthesis dataset with 1.9M reactions from patents (1976-2016). Task: Predict the reactants needed to synthesize the given product. (1) The reactants are: [CH2:1]([C@H:8]([CH2:12][C:13]([O:15]C(C)(C)C)=[O:14])[C:9]([OH:11])=O)[C:2]1[CH:7]=[CH:6][CH:5]=[CH:4][CH:3]=1.[F:20][C:21]1[CH:22]=[C:23]([C:27]2[CH:32]=[CH:31][CH:30]=[CH:29][C:28]=2[C:33]2[N:34]=[C:35]([NH:38][CH3:39])[S:36][CH:37]=2)[CH:24]=[CH:25][CH:26]=1. Given the product [CH2:1]([C@@H:8]([C:9]([N:38]([C:35]1[S:36][CH:37]=[C:33]([C:28]2[CH:29]=[CH:30][CH:31]=[CH:32][C:27]=2[C:23]2[CH:24]=[CH:25][CH:26]=[C:21]([F:20])[CH:22]=2)[N:34]=1)[CH3:39])=[O:11])[CH2:12][C:13]([OH:15])=[O:14])[C:2]1[CH:3]=[CH:4][CH:5]=[CH:6][CH:7]=1, predict the reactants needed to synthesize it. (2) The reactants are: [O:1]1[CH2:6][CH:5]=[CH:4][CH2:3][C:2]1([C:12]([O:14][CH2:15][CH3:16])=[O:13])[C:7]([O:9][CH2:10][CH3:11])=[O:8]. Given the product [O:1]1[CH2:6][CH2:5][CH2:4][CH2:3][C:2]1([C:12]([O:14][CH2:15][CH3:16])=[O:13])[C:7]([O:9][CH2:10][CH3:11])=[O:8], predict the reactants needed to synthesize it. (3) Given the product [F:55][C:56]1[CH:62]=[CH:61][C:59]([NH:60][C:19](=[O:21])[C:18]2[CH:22]=[CH:23][C:15]([O:14][CH2:13][C:3]3[C:4]([C:7]4[CH:8]=[CH:9][CH:10]=[CH:11][CH:12]=4)=[N:5][O:6][C:2]=3[CH3:1])=[N:16][CH:17]=2)=[CH:58][CH:57]=1, predict the reactants needed to synthesize it. The reactants are: [CH3:1][C:2]1[O:6][N:5]=[C:4]([C:7]2[CH:12]=[CH:11][CH:10]=[CH:9][CH:8]=2)[C:3]=1[CH2:13][O:14][C:15]1[CH:23]=[CH:22][C:18]([C:19]([OH:21])=O)=[CH:17][N:16]=1.F[B-](F)(F)F.N1(OC(N(C)C)=[N+](C)C)C2C=CC=CC=2N=N1.C(N(CC)C(C)C)(C)C.[F:55][C:56]1[CH:62]=[CH:61][C:59]([NH2:60])=[CH:58][CH:57]=1. (4) Given the product [Cl:1][C:2]1[CH:7]=[CH:6][C:5]([Cl:8])=[C:4]2[C:3]=1[N:10]=[C:27]([C:24]1[CH:23]=[CH:22][C:21]([C:17]3[CH:18]=[CH:19][CH:20]=[C:15]([S:12]([CH3:11])(=[O:13])=[O:14])[CH:16]=3)=[CH:26][CH:25]=1)[C:28]([CH3:29])=[N:9]2, predict the reactants needed to synthesize it. The reactants are: [Cl:1][C:2]1[CH:7]=[CH:6][C:5]([Cl:8])=[C:4]([NH2:9])[C:3]=1[NH2:10].[CH3:11][S:12]([C:15]1[CH:16]=[C:17]([C:21]2[CH:26]=[CH:25][C:24]([C:27](=O)[C:28](=O)[CH3:29])=[CH:23][CH:22]=2)[CH:18]=[CH:19][CH:20]=1)(=[O:14])=[O:13]. (5) Given the product [C:1]1([S:7]([CH2:11][C:12]2[NH:31][C:15]3=[CH:16][C:17]4[C:18]([CH3:30])([CH3:29])[C:19](=[O:28])[N:20]([CH2:23][CH2:24][CH2:25][CH2:26][CH3:27])[C:21]=4[CH:22]=[C:14]3[N:13]=2)=[O:40])[CH:6]=[CH:5][CH:4]=[CH:3][CH:2]=1, predict the reactants needed to synthesize it. The reactants are: [C:1]1([SH:7])[CH:6]=[CH:5][CH:4]=[CH:3][CH:2]=1.[H-].[Na+].Cl[CH2:11][C:12]1[NH:31][C:15]2=[CH:16][C:17]3[C:18]([CH3:30])([CH3:29])[C:19](=[O:28])[N:20]([CH2:23][CH2:24][CH2:25][CH2:26][CH3:27])[C:21]=3[CH:22]=[C:14]2[N:13]=1.ClC1C=C(C(OO)=[O:40])C=CC=1. (6) Given the product [Cl:1][C:2]1[CH:10]=[C:9]([NH:11][CH2:12][C:13]2[CH:21]=[CH:20][CH:19]=[C:18]3[C:14]=2[CH:15]=[CH:16][N:17]3[CH3:26])[C:5]([C:6]([NH2:8])=[O:7])=[CH:4][N:3]=1, predict the reactants needed to synthesize it. The reactants are: [Cl:1][C:2]1[CH:10]=[C:9]([NH:11][CH2:12][C:13]2[CH:21]=[CH:20][CH:19]=[C:18]3[C:14]=2[CH:15]=[CH:16][NH:17]3)[C:5]([C:6]([NH2:8])=[O:7])=[CH:4][N:3]=1.[H-].[Na+].CI.[CH:26](Cl)(Cl)Cl. (7) Given the product [C:1]([O:5][C:6]([NH:8][C@H:9]1[CH2:13][C@@:12]([CH2:18][O:19][CH2:20][CH3:21])([C:14]([OH:16])=[O:15])[CH:11]=[CH:10]1)=[O:7])([CH3:4])([CH3:3])[CH3:2], predict the reactants needed to synthesize it. The reactants are: [C:1]([O:5][C:6]([NH:8][C@H:9]1[CH2:13][C@@:12]([CH2:18][O:19][CH2:20][CH3:21])([C:14]([O:16]C)=[O:15])[CH:11]=[CH:10]1)=[O:7])([CH3:4])([CH3:3])[CH3:2].O.[OH-].[Li+].